Dataset: Peptide-MHC class I binding affinity with 185,985 pairs from IEDB/IMGT. Task: Regression. Given a peptide amino acid sequence and an MHC pseudo amino acid sequence, predict their binding affinity value. This is MHC class I binding data. (1) The peptide sequence is KYCWNLLQY. The MHC is HLA-B08:01 with pseudo-sequence HLA-B08:01. The binding affinity (normalized) is 0.147. (2) The peptide sequence is YARECQEVL. The MHC is HLA-A02:16 with pseudo-sequence HLA-A02:16. The binding affinity (normalized) is 0.0847. (3) The peptide sequence is QTHLAIMAVF. The MHC is HLA-B15:01 with pseudo-sequence HLA-B15:01. The binding affinity (normalized) is 0.684. (4) The peptide sequence is LTSKELMMAT. The MHC is HLA-B57:01 with pseudo-sequence HLA-B57:01. The binding affinity (normalized) is 0.0475. (5) The peptide sequence is LNILHMLL. The MHC is H-2-Db with pseudo-sequence H-2-Db. The binding affinity (normalized) is 0.